Predict the reaction yield, written as a fraction of the theoretical maximum amount of product (1.0 means a 100% yield; for example, 0.34 means a 34% yield). From a dataset of Reaction yield outcomes from USPTO patents with 853,638 reactions. (1) The reactants are C[O:2][C:3]([C:5]1[C:14]([NH2:15])=[C:13]([F:16])[C:8]2[N:9]=[CH:10][N:11]([CH3:12])[C:7]=2[CH:6]=1)=[O:4].C(=O)([O-])[O-].[Cs+].[Cs+].[Br:23][C:24]1[CH:29]=[CH:28][C:27](I)=[C:26]([Cl:31])[CH:25]=1.S(=O)(=O)(O)O.[OH-].[Na+]. The catalyst is C1(OC)C=CC=CC=1.CO. The product is [Br:23][C:24]1[CH:29]=[CH:28][C:27]([NH:15][C:14]2[C:5]([C:3]([OH:2])=[O:4])=[CH:6][C:7]3[N:11]([CH3:12])[CH:10]=[N:9][C:8]=3[C:13]=2[F:16])=[C:26]([Cl:31])[CH:25]=1. The yield is 0.722. (2) The reactants are [Br:1][C:2]1[CH:7]=[CH:6][C:5]([CH2:8][C:9]([O:11][CH2:12][CH3:13])=[O:10])=[CH:4][CH:3]=1.C([N-]C(C)C)(C)C.[Li+].C([C:24]([O:26][CH2:27][CH3:28])=[O:25])#N. The catalyst is C1COCC1. The product is [Br:1][C:2]1[CH:3]=[CH:4][C:5]([CH:8]([C:24]([O:26][CH2:27][CH3:28])=[O:25])[C:9]([O:11][CH2:12][CH3:13])=[O:10])=[CH:6][CH:7]=1. The yield is 0.410. (3) The reactants are [F:1][C:2]1[CH:9]=[C:8]([C:10]2[C:11]3[CH:12]=[N:13][N:14](C4CCCCO4)[C:15]=3[CH2:16][CH2:17][CH:18]=2)[CH:7]=[CH:6][C:3]=1[C:4]#[N:5].FC1C=C(C2C3C(CCC=2)=NN(C2CCCCO2)C=3)C=CC=1C#N.OS(O)(=O)=O.C([O-])([O-])=O.[Na+].[Na+]. The catalyst is C(OCC)(=O)C.CC#N. The product is [NH:14]1[C:15]2[CH2:16][CH2:17][CH:18]=[C:10]([C:8]3[CH:7]=[CH:6][C:3]([C:4]#[N:5])=[C:2]([F:1])[CH:9]=3)[C:11]=2[CH:12]=[N:13]1. The yield is 0.600. (4) The catalyst is C(Cl)Cl. The product is [C:1]1([C:7]2[CH:8]=[C:9]3[C:15]([C:20](=[O:24])[CH:21]=[CH:22][CH3:23])=[CH:14][NH:13][C:10]3=[N:11][CH:12]=2)[CH:2]=[CH:3][CH:4]=[CH:5][CH:6]=1. The yield is 0.150. The reactants are [C:1]1([C:7]2[CH:8]=[C:9]3[CH:15]=[CH:14][NH:13][C:10]3=[N:11][CH:12]=2)[CH:6]=[CH:5][CH:4]=[CH:3][CH:2]=1.[Cl-].[Al+3].[Cl-].[Cl-].[C:20](Cl)(=[O:24])[CH:21]=[CH:22][CH3:23].